The task is: Predict the reactants needed to synthesize the given product.. This data is from Full USPTO retrosynthesis dataset with 1.9M reactions from patents (1976-2016). (1) Given the product [F:1][C:2]1[CH:3]=[C:4]([CH:8]=[C:9]([F:13])[C:10]=1[O:11][CH3:12])[C:5]([Cl:17])=[O:6], predict the reactants needed to synthesize it. The reactants are: [F:1][C:2]1[CH:3]=[C:4]([CH:8]=[C:9]([F:13])[C:10]=1[O:11][CH3:12])[C:5](O)=[O:6].C(Cl)(=O)C([Cl:17])=O. (2) Given the product [CH:1]1([C:4]2[C:5]([N:14]3[CH2:15][CH2:16][CH:17]([F:20])[CH2:18][CH2:19]3)=[CH:6][C:7]([O:12][CH3:13])=[C:8]([CH:9]=2)[CH:10]=[O:11])[CH2:3][CH2:2]1, predict the reactants needed to synthesize it. The reactants are: [CH:1]1([C:4]2[C:5]([N:14]3[CH2:19][CH2:18][CH:17]([F:20])[CH2:16][CH2:15]3)=[CH:6][C:7]([O:12][CH3:13])=[C:8]([CH2:10][OH:11])[CH:9]=2)[CH2:3][CH2:2]1. (3) Given the product [NH2:29][C:2]1[C:7]2[C:8](=[O:28])[N:9]([C:13]3[CH:14]=[CH:15][C:16]([O:19][CH2:20][C:21]([CH3:27])([CH3:26])[C:22]([O:24][CH3:25])=[O:23])=[N:17][CH:18]=3)[CH2:10][CH2:11][O:12][C:6]=2[N:5]=[CH:4][N:3]=1, predict the reactants needed to synthesize it. The reactants are: Cl[C:2]1[C:7]2[C:8](=[O:28])[N:9]([C:13]3[CH:14]=[CH:15][C:16]([O:19][CH2:20][C:21]([CH3:27])([CH3:26])[C:22]([O:24][CH3:25])=[O:23])=[N:17][CH:18]=3)[CH2:10][CH2:11][O:12][C:6]=2[N:5]=[CH:4][N:3]=1.[NH3:29]. (4) Given the product [CH2:30]([O:37][C:38]1[CH:43]=[C:42](/[C:4](/[CH:1]2[CH2:2][CH2:3]2)=[C:5](/[CH3:10])\[C:6]([O:8][CH3:9])=[O:7])[CH:41]=[CH:40][CH:39]=1)[C:31]1[CH:36]=[CH:35][CH:34]=[CH:33][CH:32]=1, predict the reactants needed to synthesize it. The reactants are: [CH:1]1(/[C:4](/OS(C2C=CC(C)=CC=2)(=O)=O)=[C:5](\[CH3:10])/[C:6]([O:8][CH3:9])=[O:7])[CH2:3][CH2:2]1.P([O-])([O-])([O-])=O.[K+].[K+].[K+].[CH2:30]([O:37][C:38]1[CH:39]=[C:40](B(O)O)[CH:41]=[CH:42][CH:43]=1)[C:31]1[CH:36]=[CH:35][CH:34]=[CH:33][CH:32]=1. (5) Given the product [CH:30]1([C:27]2[CH:28]=[CH:29][C:24]([CH2:23][O:22][C:18]3[CH:17]=[C:16]4[C:21](=[CH:20][CH:19]=3)[N:13]([C:11](=[O:12])[CH2:10][NH:9][CH2:8][CH2:7][C:6]([OH:44])=[O:5])[CH2:14][CH2:15]4)=[CH:25][C:26]=2[F:36])[CH2:31][CH2:32][CH2:33][CH2:34][CH2:35]1, predict the reactants needed to synthesize it. The reactants are: C([O:5][C:6](=[O:44])[CH2:7][CH2:8][N:9](C(OC(C)(C)C)=O)[CH2:10][C:11]([N:13]1[C:21]2[C:16](=[CH:17][C:18]([O:22][CH2:23][C:24]3[CH:29]=[CH:28][C:27]([CH:30]4[CH2:35][CH2:34][CH2:33][CH2:32][CH2:31]4)=[C:26]([F:36])[CH:25]=3)=[CH:19][CH:20]=2)[CH2:15][CH2:14]1)=[O:12])(C)(C)C. (6) Given the product [O:44]([N:45]=[CH:1][C:3]1[CH:4]=[C:5]([CH:35]=[CH:36][CH:37]=1)[CH2:6][N:7]([C@@H:25]1[C:34]2[C:29](=[CH:30][CH:31]=[CH:32][CH:33]=2)[CH2:28][CH2:27][CH2:26]1)[C:8]([C:10]1[CH:15]=[C:14]([C:16]([OH:18])=[O:17])[C:13]([C:19]([OH:21])=[O:20])=[CH:12][C:11]=1[C:22]([OH:24])=[O:23])=[O:9])[C:38]1[CH:43]=[CH:42][CH:41]=[CH:40][CH:39]=1, predict the reactants needed to synthesize it. The reactants are: [CH:1]([C:3]1[CH:4]=[C:5]([CH:35]=[CH:36][CH:37]=1)[CH2:6][N:7]([C@@H:25]1[C:34]2[C:29](=[CH:30][CH:31]=[CH:32][CH:33]=2)[CH2:28][CH2:27][CH2:26]1)[C:8]([C:10]1[CH:15]=[C:14]([C:16]([OH:18])=[O:17])[C:13]([C:19]([OH:21])=[O:20])=[CH:12][C:11]=1[C:22]([OH:24])=[O:23])=[O:9])=O.[C:38]1([O:44][NH2:45])[CH:43]=[CH:42][CH:41]=[CH:40][CH:39]=1. (7) Given the product [F:4][C:2]([C:5]1[O:9][C:8]([CH2:10][N:11]2[CH:15]=[CH:14][C:13]([NH:16][C:30]([C:26]3[N:27]=[CH:28][O:29][C:25]=3[C:21]3[CH:22]=[CH:23][CH:24]=[C:19]([O:18][CH3:17])[CH:20]=3)=[O:31])=[N:12]2)=[CH:7][CH:6]=1)([F:1])[CH3:3], predict the reactants needed to synthesize it. The reactants are: [F:1][C:2]([C:5]1[O:9][C:8]([CH2:10][N:11]2[CH:15]=[CH:14][C:13]([NH2:16])=[N:12]2)=[CH:7][CH:6]=1)([F:4])[CH3:3].[CH3:17][O:18][C:19]1[CH:20]=[C:21]([C:25]2[O:29][CH:28]=[N:27][C:26]=2[C:30](O)=[O:31])[CH:22]=[CH:23][CH:24]=1.